From a dataset of hERG Central: cardiac toxicity at 1µM, 10µM, and general inhibition. Predict hERG channel inhibition at various concentrations. (1) The molecule is CCNS(=O)(=O)c1ccc(CCC(=O)NCc2ccc(C)cc2)cc1. Results: hERG_inhib (hERG inhibition (general)): blocker. (2) The compound is COc1ccc(C(=O)C2CCCN(Cc3ccsc3)C2)cc1OC. Results: hERG_inhib (hERG inhibition (general)): blocker. (3) The drug is O=C(c1ccc(Cl)cc1)C1CCCN(Cc2ccc3c(c2)OCCO3)C1. Results: hERG_inhib (hERG inhibition (general)): blocker. (4) The molecule is CC(C)(C)c1ccc(Cn2c(=N)n(CC(O)c3ccco3)c3ccccc32)cc1.Cl. Results: hERG_inhib (hERG inhibition (general)): blocker. (5) The molecule is Cc1ccc(SCCN2CCC(NC(=O)OCc3ccccc3)CCC2=O)cc1. Results: hERG_inhib (hERG inhibition (general)): blocker.